From a dataset of Full USPTO retrosynthesis dataset with 1.9M reactions from patents (1976-2016). Predict the reactants needed to synthesize the given product. Given the product [CH2:29]([O:28][C:26](=[O:27])[CH2:25][N:19]1[CH:20]=[CH:21][C:17]([C:14]2[CH:15]=[CH:16][C:11]([C:5]3[CH:6]=[CH:7][C:8]([O:9][CH3:10])=[C:3]([CH2:1][CH3:2])[CH:4]=3)=[CH:12][CH:13]=2)=[N:18]1)[CH3:30], predict the reactants needed to synthesize it. The reactants are: [CH2:1]([C:3]1[CH:4]=[C:5]([C:11]2[CH:16]=[CH:15][C:14]([C:17]3[CH:21]=[CH:20][NH:19][N:18]=3)=[CH:13][CH:12]=2)[CH:6]=[CH:7][C:8]=1[O:9][CH3:10])[CH3:2].[H-].[Na+].Cl[CH2:25][C:26]([O:28][CH2:29][CH3:30])=[O:27].CC#N.